From a dataset of NCI-60 drug combinations with 297,098 pairs across 59 cell lines. Regression. Given two drug SMILES strings and cell line genomic features, predict the synergy score measuring deviation from expected non-interaction effect. (1) Drug 1: CCCCCOC(=O)NC1=NC(=O)N(C=C1F)C2C(C(C(O2)C)O)O. Drug 2: C1=CC=C(C(=C1)C(C2=CC=C(C=C2)Cl)C(Cl)Cl)Cl. Cell line: MCF7. Synergy scores: CSS=0.701, Synergy_ZIP=8.17, Synergy_Bliss=13.1, Synergy_Loewe=8.51, Synergy_HSA=9.06. (2) Drug 1: CC1=C(N=C(N=C1N)C(CC(=O)N)NCC(C(=O)N)N)C(=O)NC(C(C2=CN=CN2)OC3C(C(C(C(O3)CO)O)O)OC4C(C(C(C(O4)CO)O)OC(=O)N)O)C(=O)NC(C)C(C(C)C(=O)NC(C(C)O)C(=O)NCCC5=NC(=CS5)C6=NC(=CS6)C(=O)NCCC[S+](C)C)O. Drug 2: C1CNP(=O)(OC1)N(CCCl)CCCl. Cell line: A498. Synergy scores: CSS=5.67, Synergy_ZIP=-4.39, Synergy_Bliss=-0.467, Synergy_Loewe=-5.23, Synergy_HSA=-2.61. (3) Cell line: SR. Drug 1: C1=CC(=CC=C1CCC2=CNC3=C2C(=O)NC(=N3)N)C(=O)NC(CCC(=O)O)C(=O)O. Synergy scores: CSS=48.0, Synergy_ZIP=6.30, Synergy_Bliss=3.79, Synergy_Loewe=6.79, Synergy_HSA=8.48. Drug 2: C1C(C(OC1N2C=NC(=NC2=O)N)CO)O. (4) Drug 1: C(=O)(N)NO. Drug 2: CCCCCOC(=O)NC1=NC(=O)N(C=C1F)C2C(C(C(O2)C)O)O. Cell line: K-562. Synergy scores: CSS=0.477, Synergy_ZIP=-4.01, Synergy_Bliss=-8.72, Synergy_Loewe=-9.63, Synergy_HSA=-7.24. (5) Drug 1: C1CN1C2=NC(=NC(=N2)N3CC3)N4CC4. Drug 2: CNC(=O)C1=NC=CC(=C1)OC2=CC=C(C=C2)NC(=O)NC3=CC(=C(C=C3)Cl)C(F)(F)F. Cell line: SF-295. Synergy scores: CSS=17.4, Synergy_ZIP=-17.5, Synergy_Bliss=-33.7, Synergy_Loewe=-47.2, Synergy_HSA=-37.2. (6) Drug 1: C1=C(C(=O)NC(=O)N1)N(CCCl)CCCl. Drug 2: CC(C1=C(C=CC(=C1Cl)F)Cl)OC2=C(N=CC(=C2)C3=CN(N=C3)C4CCNCC4)N. Synergy scores: CSS=28.3, Synergy_ZIP=-1.82, Synergy_Bliss=2.07, Synergy_Loewe=0.752, Synergy_HSA=1.88. Cell line: HCT-15. (7) Drug 1: C(CC(=O)O)C(=O)CN.Cl. Drug 2: C(CN)CNCCSP(=O)(O)O. Cell line: OVCAR-5. Synergy scores: CSS=14.1, Synergy_ZIP=-1.56, Synergy_Bliss=3.20, Synergy_Loewe=-3.55, Synergy_HSA=0.636. (8) Drug 1: C1C(C(OC1N2C=NC3=C2NC=NCC3O)CO)O. Drug 2: CCC1(C2=C(COC1=O)C(=O)N3CC4=CC5=C(C=CC(=C5CN(C)C)O)N=C4C3=C2)O.Cl. Cell line: UO-31. Synergy scores: CSS=28.4, Synergy_ZIP=-8.96, Synergy_Bliss=-3.11, Synergy_Loewe=-36.0, Synergy_HSA=-1.42.